Task: Regression. Given two drug SMILES strings and cell line genomic features, predict the synergy score measuring deviation from expected non-interaction effect.. Dataset: NCI-60 drug combinations with 297,098 pairs across 59 cell lines Drug 1: C1CCC(CC1)NC(=O)N(CCCl)N=O. Drug 2: CC1C(C(CC(O1)OC2CC(CC3=C2C(=C4C(=C3O)C(=O)C5=CC=CC=C5C4=O)O)(C(=O)C)O)N)O. Cell line: HCT-15. Synergy scores: CSS=33.1, Synergy_ZIP=-1.54, Synergy_Bliss=-0.558, Synergy_Loewe=-5.09, Synergy_HSA=0.987.